From a dataset of Full USPTO retrosynthesis dataset with 1.9M reactions from patents (1976-2016). Predict the reactants needed to synthesize the given product. (1) Given the product [CH:18]([O:17][C:13]1[N:12]=[C:11]([C:8]2[CH:9]=[C:10]3[C:5](=[CH:6][CH:7]=2)[N:4]([S:21]([C:24]2[CH:25]=[CH:26][C:27]([CH3:28])=[CH:29][CH:30]=2)(=[O:22])=[O:23])[CH:3]=[C:2]3[C:36]2[N:41]=[C:40]([NH:42][C@@H:43]3[CH2:48][CH2:47][CH2:46][N:45]([C:49]([O:51][C:52]([CH3:53])([CH3:54])[CH3:55])=[O:50])[CH2:44]3)[CH:39]=[N:38][CH:37]=2)[CH:16]=[N:15][CH:14]=1)([CH3:20])[CH3:19], predict the reactants needed to synthesize it. The reactants are: I[C:2]1[C:10]2[C:5](=[CH:6][CH:7]=[C:8]([C:11]3[CH:16]=[N:15][CH:14]=[C:13]([O:17][CH:18]([CH3:20])[CH3:19])[N:12]=3)[CH:9]=2)[N:4]([S:21]([C:24]2[CH:30]=[CH:29][C:27]([CH3:28])=[CH:26][CH:25]=2)(=[O:23])=[O:22])[CH:3]=1.C([Sn](CCCC)(CCCC)[C:36]1[N:41]=[C:40]([NH:42][C@@H:43]2[CH2:48][CH2:47][CH2:46][N:45]([C:49]([O:51][C:52]([CH3:55])([CH3:54])[CH3:53])=[O:50])[CH2:44]2)[CH:39]=[N:38][CH:37]=1)CCC.O. (2) Given the product [CH3:55][S:52]([C:48]1[CH:47]=[C:46]([NH:45][C:28]2[N:27]=[C:26]([N:17]3[C:13]([CH3:12])=[CH:14][C:15]([C:18]([F:21])([F:20])[F:19])=[N:16]3)[C:31]([C:32]3[CH:33]=[C:34](/[CH:38]=[CH:39]/[C:40]([O:42][CH2:43][CH3:44])=[O:41])[CH:35]=[CH:36][CH:37]=3)=[CH:30][N:29]=2)[CH:51]=[CH:50][CH:49]=1)(=[O:53])=[O:54], predict the reactants needed to synthesize it. The reactants are: [H-].[Na+].FC(F)(F)C1C=CNN=1.[CH3:12][C:13]1[NH:17][N:16]=[C:15]([C:18]([F:21])([F:20])[F:19])[CH:14]=1.CS([C:26]1[C:31]([C:32]2[CH:33]=[C:34](/[CH:38]=[CH:39]/[C:40]([O:42][CH2:43][CH3:44])=[O:41])[CH:35]=[CH:36][CH:37]=2)=[CH:30][N:29]=[C:28]([NH:45][C:46]2[CH:51]=[CH:50][CH:49]=[C:48]([S:52]([CH3:55])(=[O:54])=[O:53])[CH:47]=2)[N:27]=1)(=O)=O.